From a dataset of Catalyst prediction with 721,799 reactions and 888 catalyst types from USPTO. Predict which catalyst facilitates the given reaction. (1) Reactant: [CH2:1]1[C:4]2([CH2:8][CH:7]([C:9]([O:11][CH3:12])=[O:10])[CH2:6][S:5]2)[CH2:3][NH:2]1.[C:13](O[C:13]([O:15][C:16]([CH3:19])([CH3:18])[CH3:17])=[O:14])([O:15][C:16]([CH3:19])([CH3:18])[CH3:17])=[O:14].CCN(CC)CC. Product: [CH2:3]1[C:4]2([CH2:8][CH:7]([C:9]([O:11][CH3:12])=[O:10])[CH2:6][S:5]2)[CH2:1][N:2]1[C:13]([O:15][C:16]([CH3:19])([CH3:18])[CH3:17])=[O:14]. The catalyst class is: 2. (2) Reactant: [C:1]1([C:10]2[CH:15]=[CH:14][CH:13]=[CH:12][CH:11]=2)[CH:6]=[CH:5][C:4]([C:7]([OH:9])=O)=[CH:3][CH:2]=1.CCN(C(C)C)C(C)C.C1C=CC2N(O)N=NC=2C=1.CCN=C=NCCCN(C)C.Cl.Cl.[CH2:48]([O:50][C:51](=[O:54])[CH2:52][NH2:53])[CH3:49]. Product: [CH2:48]([O:50][C:51](=[O:54])[CH2:52][NH:53][C:7]([C:4]1[CH:3]=[CH:2][C:1]([C:10]2[CH:15]=[CH:14][CH:13]=[CH:12][CH:11]=2)=[CH:6][CH:5]=1)=[O:9])[CH3:49]. The catalyst class is: 18. (3) Reactant: [NH2:1][C:2]1[C:7]([OH:8])=[CH:6][CH:5]=[CH:4][N:3]=1.[C:9](N1C=CN=C1)(N1C=CN=C1)=[O:10]. Product: [O:8]1[C:7]2[C:2](=[N:3][CH:4]=[CH:5][CH:6]=2)[NH:1][C:9]1=[O:10]. The catalyst class is: 1. (4) Product: [CH3:1][O:2][C:3](=[O:34])[C:4]([C:42](=[O:44])[CH3:43])([NH:11][CH2:12][C:13]1[CH:18]=[CH:17][C:16]([O:19][CH2:20][CH2:21][C:22]2[N:23]=[C:24]([C:28]3[CH:33]=[CH:32][CH:31]=[CH:30][CH:29]=3)[O:25][C:26]=2[CH3:27])=[CH:15][CH:14]=1)[C:5]1[CH:10]=[CH:9][CH:8]=[CH:7][CH:6]=1. Reactant: [CH3:1][O:2][C:3](=[O:34])[CH:4]([NH:11][CH2:12][C:13]1[CH:18]=[CH:17][C:16]([O:19][CH2:20][CH2:21][C:22]2[N:23]=[C:24]([C:28]3[CH:33]=[CH:32][CH:31]=[CH:30][CH:29]=3)[O:25][C:26]=2[CH3:27])=[CH:15][CH:14]=1)[C:5]1[CH:10]=[CH:9][CH:8]=[CH:7][CH:6]=1.C(N(CC)CC)C.[C:42](Cl)(=[O:44])[CH3:43]. The catalyst class is: 2. (5) Reactant: [OH-].[Li+:2].[Cl:3][C:4]1[CH:5]=[C:6]([C:14]2[O:18][N:17]=[C:16]([C:19]3[CH:27]=[CH:26][CH:25]=[C:24]4[C:20]=3[CH:21]=[N:22][N:23]4[CH2:28][CH:29]([OH:35])[C:30]([O:32]CC)=[O:31])[N:15]=2)[CH:7]=[CH:8][C:9]=1[O:10][CH:11]([CH3:13])[CH3:12]. Product: [Cl:3][C:4]1[CH:5]=[C:6]([C:14]2[O:18][N:17]=[C:16]([C:19]3[CH:27]=[CH:26][CH:25]=[C:24]4[C:20]=3[CH:21]=[N:22][N:23]4[CH2:28][CH:29]([OH:35])[C:30]([O-:32])=[O:31])[N:15]=2)[CH:7]=[CH:8][C:9]=1[O:10][CH:11]([CH3:13])[CH3:12].[Li+:2]. The catalyst class is: 87. (6) Reactant: [CH3:1][O:2][C:3]1[CH:19]=[CH:18][C:17]([N+:20]([O-:22])=[O:21])=[CH:16][C:4]=1[O:5][CH2:6][C:7]([N:9]1[CH2:14][CH2:13][CH:12]([CH3:15])[CH2:11][CH2:10]1)=O.CO. Product: [CH3:1][O:2][C:3]1[CH:19]=[CH:18][C:17]([N+:20]([O-:22])=[O:21])=[CH:16][C:4]=1[O:5][CH2:6][CH2:7][N:9]1[CH2:14][CH2:13][CH:12]([CH3:15])[CH2:11][CH2:10]1. The catalyst class is: 1. (7) Reactant: [Cl:1][C:2]1[C:3]([F:49])=[C:4]([C@@H:8]2[C@:12]([C:15]3[CH:20]=[CH:19][C:18]([Cl:21])=[CH:17][C:16]=3[F:22])([C:13]#[N:14])[C@H:11]([CH2:23][C:24]([CH3:27])([CH3:26])[CH3:25])[NH:10][C@H:9]2[C:28]([N:30]2[CH2:35][CH2:34][N:33]([CH2:36][C:37]([NH:39][CH2:40][CH2:41][C@H:42]3[CH2:46][O:45]C(C)(C)[O:43]3)=[O:38])[CH2:32][CH2:31]2)=[O:29])[CH:5]=[CH:6][CH:7]=1. Product: [Cl:1][C:2]1[C:3]([F:49])=[C:4]([C@@H:8]2[C@:12]([C:15]3[CH:20]=[CH:19][C:18]([Cl:21])=[CH:17][C:16]=3[F:22])([C:13]#[N:14])[C@H:11]([CH2:23][C:24]([CH3:25])([CH3:26])[CH3:27])[NH:10][C@H:9]2[C:28]([N:30]2[CH2:35][CH2:34][N:33]([CH2:36][C:37]([NH:39][CH2:40][CH2:41][C@H:42]([OH:43])[CH2:46][OH:45])=[O:38])[CH2:32][CH2:31]2)=[O:29])[CH:5]=[CH:6][CH:7]=1. The catalyst class is: 393. (8) Reactant: [N:1]1[CH:6]=[CH:5][CH:4]=[N:3][C:2]=1[C:7]1[S:8][CH:9]=[CH:10][C:11]=1[C:12]([O-:14])=O.[K+].CCN(C(C)C)C(C)C.C(P1(=O)OP(=O)(CCC)OP(=O)(CCC)O1)CC.[CH3:43][C@H:44]1[NH:49][CH2:48][C@H:47]([O:50][C:51]2[C:56]([C:57]([OH:60])([CH3:59])[CH3:58])=[CH:55][CH:54]=[CH:53][N:52]=2)[CH2:46][CH2:45]1. Product: [CH3:43][C@H:44]1[N:49]([C:12]([C:11]2[CH:10]=[CH:9][S:8][C:7]=2[C:2]2[N:1]=[CH:6][CH:5]=[CH:4][N:3]=2)=[O:14])[CH2:48][C@H:47]([O:50][C:51]2[C:56]([C:57]([OH:60])([CH3:59])[CH3:58])=[CH:55][CH:54]=[CH:53][N:52]=2)[CH2:46][CH2:45]1. The catalyst class is: 3.